Dataset: Forward reaction prediction with 1.9M reactions from USPTO patents (1976-2016). Task: Predict the product of the given reaction. (1) Given the reactants Cl[C:2]1[C:7]([Cl:8])=[CH:6][C:5]([N+:9]([O-:11])=[O:10])=[CH:4][N:3]=1.[F:12][C:13]([F:17])([F:16])[CH2:14][OH:15].C(=O)([O-])[O-].[K+].[K+], predict the reaction product. The product is: [Cl:8][C:7]1[C:2]([O:15][CH2:14][C:13]([F:17])([F:16])[F:12])=[N:3][CH:4]=[C:5]([N+:9]([O-:11])=[O:10])[CH:6]=1. (2) Given the reactants [NH2:1][CH2:2][CH:3]([C:5]1[CH:6]=[C:7]([C:11](=[O:32])[C:12](=[C:23]2[NH:27][C:26]3[CH:28]=[CH:29][CH:30]=[CH:31][C:25]=3[NH:24]2)[C:13]([C:15]2[CH:20]=[C:19]([F:21])[CH:18]=[C:17]([F:22])[CH:16]=2)=[O:14])[CH:8]=[CH:9][CH:10]=1)[OH:4].[C:33](OC(=O)C)(=[O:35])[CH3:34].C(=O)(O)[O-].[Na+], predict the reaction product. The product is: [F:22][C:17]1[CH:16]=[C:15]([C:13](=[O:14])[C:12](=[C:23]2[NH:27][C:26]3[CH:28]=[CH:29][CH:30]=[CH:31][C:25]=3[NH:24]2)[C:11]([C:7]2[CH:6]=[C:5]([CH:3]([OH:4])[CH2:2][NH:1][C:33](=[O:35])[CH3:34])[CH:10]=[CH:9][CH:8]=2)=[O:32])[CH:20]=[C:19]([F:21])[CH:18]=1. (3) Given the reactants [CH:1]([C:4]([CH2:11][C:12](=[O:36])[NH:13][CH2:14][C:15]1[CH:20]=[C:19]([C:21]([F:24])([F:23])[F:22])[CH:18]=[CH:17][C:16]=1[O:25][Si:26]([CH:33]([CH3:35])[CH3:34])([CH:30]([CH3:32])[CH3:31])[CH:27]([CH3:29])[CH3:28])([CH2:8][CH:9]=[CH2:10])[C:5]([O-])=[O:6])([CH3:3])[CH3:2].C[O-].[Na+], predict the reaction product. The product is: [CH2:8]([C:4]1([CH:1]([CH3:3])[CH3:2])[CH2:11][C:12](=[O:36])[N:13]([CH2:14][C:15]2[CH:20]=[C:19]([C:21]([F:24])([F:22])[F:23])[CH:18]=[CH:17][C:16]=2[O:25][Si:26]([CH:30]([CH3:31])[CH3:32])([CH:27]([CH3:29])[CH3:28])[CH:33]([CH3:34])[CH3:35])[C:5]1=[O:6])[CH:9]=[CH2:10]. (4) Given the reactants [NH2:1][C:2]1[CH:7]=[CH:6][C:5]([C:8]2[N:13]3[N:14]=[C:15]([NH:17][C:18]([CH:20]4[CH2:22][CH2:21]4)=[O:19])[N:16]=[C:12]3[CH:11]=[CH:10][CH:9]=2)=[C:4]([Cl:23])[CH:3]=1.[CH3:24][S:25](Cl)(=[O:27])=[O:26].O, predict the reaction product. The product is: [Cl:23][C:4]1[CH:3]=[C:2]([NH:1][S:25]([CH3:24])(=[O:27])=[O:26])[CH:7]=[CH:6][C:5]=1[C:8]1[N:13]2[N:14]=[C:15]([NH:17][C:18]([CH:20]3[CH2:22][CH2:21]3)=[O:19])[N:16]=[C:12]2[CH:11]=[CH:10][CH:9]=1.